This data is from Catalyst prediction with 721,799 reactions and 888 catalyst types from USPTO. The task is: Predict which catalyst facilitates the given reaction. (1) Reactant: [CH:1]([C:4]1[CH:9]=[CH:8][C:7]([CH:10]2[C:14]3[C:15]([CH3:34])=[C:16]([NH:21][C:22]([C:24]4[CH:33]=[CH:32][C:27]([C:28]([O:30]C)=[O:29])=[CH:26][CH:25]=4)=[O:23])[C:17]([CH3:20])=[C:18]([CH3:19])[C:13]=3[O:12][C:11]2([CH3:36])[CH3:35])=[CH:6][CH:5]=1)([CH3:3])[CH3:2].O1CCCC1.[OH-].[Na+]. Product: [CH:1]([C:4]1[CH:5]=[CH:6][C:7]([CH:10]2[C:14]3[C:15]([CH3:34])=[C:16]([NH:21][C:22]([C:24]4[CH:25]=[CH:26][C:27]([C:28]([OH:30])=[O:29])=[CH:32][CH:33]=4)=[O:23])[C:17]([CH3:20])=[C:18]([CH3:19])[C:13]=3[O:12][C:11]2([CH3:36])[CH3:35])=[CH:8][CH:9]=1)([CH3:3])[CH3:2]. The catalyst class is: 5. (2) Reactant: Br[CH2:2][C:3]1[CH:12]=[CH:11][CH:10]=[C:9]([N+:13]([O-:15])=[O:14])[C:4]=1[C:5]([O:7]C)=O.[CH2:16]([O:18][C:19]1[CH:20]=[C:21]([C@H:27]([NH2:33])[CH2:28][S:29]([CH3:32])(=[O:31])=[O:30])[CH:22]=[CH:23][C:24]=1[O:25][CH3:26])[CH3:17].C(=O)([O-])O.[Na+]. Product: [N+:13]([C:9]1[CH:10]=[CH:11][CH:12]=[C:3]2[C:4]=1[C:5](=[O:7])[N:33]([C@@H:27]([C:21]1[CH:22]=[CH:23][C:24]([O:25][CH3:26])=[C:19]([O:18][CH2:16][CH3:17])[CH:20]=1)[CH2:28][S:29]([CH3:32])(=[O:31])=[O:30])[CH2:2]2)([O-:15])=[O:14]. The catalyst class is: 9. (3) Reactant: [NH2:1][CH2:2][C:3]1[N:8]=[CH:7][C:6]2[N:9]([C:12]3[S:16][C:15]([C:17]([NH2:19])=[O:18])=[C:14]([O:20][C@@H:21]([C:23]4[CH:28]=[CH:27][CH:26]=[CH:25][C:24]=4[C:29]([F:32])([F:31])[F:30])[CH3:22])[CH:13]=3)[CH:10]=[N:11][C:5]=2[CH:4]=1.C(N(CC)CC)C.[CH3:40][S:41](Cl)(=[O:43])=[O:42]. Product: [CH3:40][S:41]([NH:1][CH2:2][C:3]1[N:8]=[CH:7][C:6]2[N:9]([C:12]3[S:16][C:15]([C:17]([NH2:19])=[O:18])=[C:14]([O:20][C@@H:21]([C:23]4[CH:28]=[CH:27][CH:26]=[CH:25][C:24]=4[C:29]([F:30])([F:31])[F:32])[CH3:22])[CH:13]=3)[CH:10]=[N:11][C:5]=2[CH:4]=1)(=[O:43])=[O:42]. The catalyst class is: 4. (4) Reactant: [NH2:1][CH2:2][C:3]1[N:4]=[CH:5][N:6]2[CH:10]=[CH:9][S:8][C:7]=12.[OH-].[Na+].[C:13](Cl)(=[O:25])[O:14][CH2:15][C:16]1[CH:21]=[CH:20][C:19]([N+:22]([O-:24])=[O:23])=[CH:18][CH:17]=1. Product: [N+:22]([C:19]1[CH:18]=[CH:17][C:16]([CH2:15][O:14][C:13]([NH:1][CH2:2][C:3]2[N:4]=[CH:5][N:6]3[CH:10]=[CH:9][S:8][C:7]=23)=[O:25])=[CH:21][CH:20]=1)([O-:24])=[O:23]. The catalyst class is: 20.